From a dataset of Forward reaction prediction with 1.9M reactions from USPTO patents (1976-2016). Predict the product of the given reaction. (1) Given the reactants [Br:1][C:2]1[N:3]=[C:4]([C:15]([O:17]CC)=O)[N:5]([NH:7][C:8]([O:10][C:11]([CH3:14])([CH3:13])[CH3:12])=[O:9])[CH:6]=1.CC(C)([O-])C.[K+].[C:26]([O:29][CH2:30][CH3:31])(=[O:28])[CH3:27], predict the reaction product. The product is: [Br:1][C:2]1[N:3]=[C:4]([C:15](=[O:17])[CH2:27][C:26]([O:29][CH2:30][CH3:31])=[O:28])[N:5]([NH:7][C:8]([O:10][C:11]([CH3:12])([CH3:13])[CH3:14])=[O:9])[CH:6]=1. (2) Given the reactants [OH:1][C:2]1[CH:3]=[C:4]2[C:9](=[CH:10][CH:11]=1)[C:8]([C:12]([OH:14])=O)=[CH:7][CH:6]=[CH:5]2.[CH:15]1([NH2:18])[CH2:17][CH2:16]1.CCN(CC)CC, predict the reaction product. The product is: [CH:15]1([NH:18][C:12]([C:8]2[C:9]3[C:4](=[CH:3][C:2]([OH:1])=[CH:11][CH:10]=3)[CH:5]=[CH:6][CH:7]=2)=[O:14])[CH2:17][CH2:16]1. (3) Given the reactants [CH2:1]([O:3][C:4]1[N:8]([CH2:9][C:10]2[CH:15]=[CH:14][C:13]([C:16]3[CH:21]=[CH:20][CH:19]=[CH:18][C:17]=3[C:22](=[N:24][OH:25])[NH2:23])=[CH:12][CH:11]=2)[C:7]2[C:26]([C:30]([O:32]C)=[O:31])=[CH:27][CH:28]=[CH:29][C:6]=2[N:5]=1)[CH3:2].[OH-].[Na+].O1CCCC1.Cl, predict the reaction product. The product is: [CH2:1]([O:3][C:4]1[N:8]([CH2:9][C:10]2[CH:11]=[CH:12][C:13]([C:16]3[CH:21]=[CH:20][CH:19]=[CH:18][C:17]=3[C:22](=[N:24][OH:25])[NH2:23])=[CH:14][CH:15]=2)[C:7]2[C:26]([C:30]([OH:32])=[O:31])=[CH:27][CH:28]=[CH:29][C:6]=2[N:5]=1)[CH3:2]. (4) Given the reactants [F:1][CH:2]([F:35])[C:3]1[CH:12]=[C:11]2[C:6]([CH:7]([CH3:28])[CH2:8][CH2:9][N:10]2[C:13]2[C:17]3[CH2:18][NH:19][CH2:20][CH2:21][C:16]=3[N:15]([CH:22]3[CH2:27][CH2:26][O:25][CH2:24][CH2:23]3)[N:14]=2)=[CH:5][C:4]=1[C:29]1[CH:30]=[N:31][N:32]([CH3:34])[CH:33]=1.[C:36](Cl)(=[O:47])OC1C=CC([N+]([O-])=O)=CC=1.[N:49]1C=CC=C[CH:50]=1.CN.C1COCC1, predict the reaction product. The product is: [F:35][CH:2]([F:1])[C:3]1[CH:12]=[C:11]2[C:6]([CH:7]([CH3:28])[CH2:8][CH2:9][N:10]2[C:13]2[C:17]3[CH2:18][N:19]([C:36]([NH:49][CH3:50])=[O:47])[CH2:20][CH2:21][C:16]=3[N:15]([CH:22]3[CH2:27][CH2:26][O:25][CH2:24][CH2:23]3)[N:14]=2)=[CH:5][C:4]=1[C:29]1[CH:30]=[N:31][N:32]([CH3:34])[CH:33]=1. (5) Given the reactants [N:1]([CH2:4][CH2:5][CH2:6][N:7]([CH:15]1[CH2:17][CH2:16]1)[C:8](=[O:14])[O:9][C:10]([CH3:13])([CH3:12])[CH3:11])=[N+]=[N-].[H][H], predict the reaction product. The product is: [C:10]([O:9][C:8](=[O:14])[N:7]([CH2:6][CH2:5][CH2:4][NH2:1])[CH:15]1[CH2:16][CH2:17]1)([CH3:13])([CH3:11])[CH3:12].